From a dataset of Forward reaction prediction with 1.9M reactions from USPTO patents (1976-2016). Predict the product of the given reaction. (1) Given the reactants [BH4-].[Na+].CC1C=[C:6]([C:21](=O)[CH:22]([N:24]2[CH2:29][CH2:28][C:27]([C:31]3[CH:36]=[CH:35][C:34]([F:37])=[CH:33][CH:32]=3)([OH:30])[CH2:26][CH2:25]2)C)C=CC=1O[Si](C(C)C)(C(C)C)C(C)C.C([OH:41])C, predict the reaction product. The product is: [F:37][C:34]1[CH:35]=[CH:36][C:31]([C:27]2([OH:30])[CH2:28][CH2:29][N:24]([CH:22]([OH:41])[CH2:21][CH3:6])[CH2:25][CH2:26]2)=[CH:32][CH:33]=1. (2) Given the reactants [N:1]1[C:10]2[C:5](=[CH:6][CH:7]=[CH:8][CH:9]=2)[CH:4]=[CH:3][C:2]=1[C:11]([OH:13])=[O:12].S(Cl)(Cl)=O.[CH3:18]O, predict the reaction product. The product is: [N:1]1[C:10]2[C:5](=[CH:6][CH:7]=[CH:8][CH:9]=2)[CH:4]=[CH:3][C:2]=1[C:11]([O:13][CH3:18])=[O:12]. (3) Given the reactants C(O[C:6]([N:8]1[CH2:13][CH2:12][CH:11]([C:14]2[CH:19]=[CH:18][C:17]([C:20]3[N:25](CC4C=CC(OC)=CC=4OC)[C:24](=[O:37])[C:23]([C:38]([O:40]C)=[O:39])=[C:22]([OH:42])[C:21]=3[CH2:43][CH3:44])=[CH:16][CH:15]=2)[CH2:10][CH2:9]1)=O)(C)(C)C.FC(F)(F)C(O)=O, predict the reaction product. The product is: [CH2:43]([C:21]1[C:22]([OH:42])=[C:23]([C:38]([OH:40])=[O:39])[C:24](=[O:37])[NH:25][C:20]=1[C:17]1[CH:16]=[CH:15][C:14]([CH:11]2[CH2:12][CH2:13][N:8]([CH3:6])[CH2:9][CH2:10]2)=[CH:19][CH:18]=1)[CH3:44].